From a dataset of Tyrosyl-DNA phosphodiesterase HTS with 341,365 compounds. Binary Classification. Given a drug SMILES string, predict its activity (active/inactive) in a high-throughput screening assay against a specified biological target. (1) The compound is S=C(N1CCC(NC(=O)C2CCCCC2)CC1)Nc1ccc(OC)cc1. The result is 0 (inactive). (2) The molecule is Brc1c(c2onc(n2)c2ccc(nc2OC)c2ccc(cc2)C)cccc1. The result is 0 (inactive). (3) The compound is S\1C(Cc2ccc(cc2)C)C(=O)N(C1=N\N=C/c1occc1)CC=C. The result is 0 (inactive). (4) The result is 0 (inactive). The drug is FC(F)(F)c1ccc(C2C(C(OC(=C2)C(=O)N2CCN(CC2)Cc2ccccc2)OCC)CCCO)cc1. (5) The molecule is [O-]\[N+](c1c(cccc1)C)=C/c1ccncc1. The result is 0 (inactive). (6) The drug is s1c(nc(/C(=N\O)C(=O)N)c1)C. The result is 0 (inactive). (7) The molecule is Clc1ccc(CSCC(=O)N\N=C\c2c(Cl)cccc2Cl)cc1. The result is 0 (inactive). (8) The drug is O1CCN(CC1)c1nc2n(c(=O)c1C=O)cccc2. The result is 0 (inactive). (9) The compound is S(=O)(=O)(N1CC(N(CC1)c1cc(ccc1)C)C)c1cc2[nH]c(=O)c(=O)[nH]c2cc1. The result is 1 (active).